Dataset: Forward reaction prediction with 1.9M reactions from USPTO patents (1976-2016). Task: Predict the product of the given reaction. (1) Given the reactants [Cl:1][C:2]1[CH:3]=[C:4](/[CH:23]=[C:24](\[CH3:30])/[C:25]([O:27][CH2:28][CH3:29])=[O:26])[CH:5]=[C:6]([CH3:22])[C:7]=1[O:8][C:9]1[CH:14]=[CH:13][C:12]([O:15]C2CCCCO2)=[CH:11][N:10]=1.C1(C)C=CC(S(O)(=O)=O)=CC=1, predict the reaction product. The product is: [Cl:1][C:2]1[CH:3]=[C:4](/[CH:23]=[C:24](\[CH3:30])/[C:25]([O:27][CH2:28][CH3:29])=[O:26])[CH:5]=[C:6]([CH3:22])[C:7]=1[O:8][C:9]1[CH:14]=[CH:13][C:12]([OH:15])=[CH:11][N:10]=1. (2) Given the reactants [CH3:1][S:2]([N:5]1[CH2:10][CH2:9][N:8]([C:11]2[CH:18]=[CH:17][C:14]([CH:15]=O)=[C:13]([N+:19]([O-:21])=[O:20])[CH:12]=2)[CH2:7][CH2:6]1)(=[O:4])=[O:3].[Br-].[NH:23]1[C:31]2[C:26](=[CH:27][CH:28]=[CH:29][CH:30]=2)[C:25]([CH2:32][P+](C2C=CC=CC=2)(C2C=CC=CC=2)C2C=CC=CC=2)=[N:24]1.C(=O)([O-])[O-].[K+].[K+].O, predict the reaction product. The product is: [CH3:1][S:2]([N:5]1[CH2:10][CH2:9][N:8]([C:11]2[CH:18]=[CH:17][C:14](/[CH:15]=[CH:32]/[C:25]3[C:26]4[C:31](=[CH:30][CH:29]=[CH:28][CH:27]=4)[NH:23][N:24]=3)=[C:13]([N+:19]([O-:21])=[O:20])[CH:12]=2)[CH2:7][CH2:6]1)(=[O:4])=[O:3].